Task: Predict the product of the given reaction.. Dataset: Forward reaction prediction with 1.9M reactions from USPTO patents (1976-2016) (1) Given the reactants Cl.[CH3:2][C:3]1([CH3:23])[CH2:7][C:6]2[CH:8]=[CH:9][CH:10]=[C:11]([CH2:12][N:13]3[CH2:22][CH2:21][C:16]4([CH2:20][NH:19][CH2:18][CH2:17]4)[CH2:15][CH2:14]3)[C:5]=2[O:4]1.[C:24](O)(=[O:31])[C:25]1[CH:30]=[CH:29][N:28]=[CH:27][CH:26]=1.CCN=C=NCCCN(C)C.C1C=CC2N(O)N=NC=2C=1.CCN(CC)CC, predict the reaction product. The product is: [CH3:2][C:3]1([CH3:23])[CH2:7][C:6]2[CH:8]=[CH:9][CH:10]=[C:11]([CH2:12][N:13]3[CH2:14][CH2:15][C:16]4([CH2:20][N:19]([C:24](=[O:31])[C:25]5[CH:30]=[CH:29][N:28]=[CH:27][CH:26]=5)[CH2:18][CH2:17]4)[CH2:21][CH2:22]3)[C:5]=2[O:4]1. (2) Given the reactants Cl.[C:2]1([CH3:10])[CH:7]=[CH:6][CH:5]=[CH:4][C:3]=1[NH:8][NH2:9].C(Cl)(Cl)(Cl)Cl.C(N(CC)CC)C.C(O[C:26](=[N:28][C:29](=O)[C:30]1[CH:35]=[CH:34][CH:33]=[CH:32][CH:31]=1)[CH3:27])C, predict the reaction product. The product is: [CH3:27][C:26]1[N:28]=[C:29]([C:30]2[CH:35]=[CH:34][CH:33]=[CH:32][CH:31]=2)[N:8]([C:3]2[CH:4]=[CH:5][CH:6]=[CH:7][C:2]=2[CH3:10])[N:9]=1. (3) Given the reactants [H-].[Li+].[Cl:3][C:4]1[CH:10]=[C:9]([I:11])[CH:8]=[CH:7][C:5]=1[NH2:6].F[C:13]1[C:21]([F:22])=[C:20]([F:23])[CH:19]=[CH:18][C:14]=1[C:15]([OH:17])=[O:16].Cl, predict the reaction product. The product is: [Cl:3][C:4]1[CH:10]=[C:9]([I:11])[CH:8]=[CH:7][C:5]=1[NH:6][C:13]1[C:21]([F:22])=[C:20]([F:23])[CH:19]=[CH:18][C:14]=1[C:15]([OH:17])=[O:16]. (4) Given the reactants Cl[CH2:2][C:3]1[NH:7][N:6]=[N:5][N:4]=1.[CH2:8]([N:15]1[C:23]2[C:18](=[CH:19][CH:20]=[CH:21][CH:22]=2)[C:17]([CH2:24][CH2:25][CH2:26][CH2:27][CH3:28])=[C:16]1[C:29]1[CH:30]=[C:31]2[C:36](=[CH:37][CH:38]=1)[CH:35]=[C:34]([OH:39])[CH:33]=[CH:32]2)[C:9]1[CH:14]=[CH:13][CH:12]=[CH:11][CH:10]=1.O1CCCCC1.C(=O)([O-])[O-].[Cs+].[Cs+], predict the reaction product. The product is: [CH2:8]([N:15]1[C:23]2[C:18](=[CH:19][CH:20]=[CH:21][CH:22]=2)[C:17]([CH2:24][CH2:25][CH2:26][CH2:27][CH3:28])=[C:16]1[C:29]1[CH:38]=[CH:37][C:36]2[C:31](=[CH:32][CH:33]=[C:34]([O:39][CH2:2][C:3]3[NH:7][N:6]=[N:5][N:4]=3)[CH:35]=2)[CH:30]=1)[C:9]1[CH:10]=[CH:11][CH:12]=[CH:13][CH:14]=1.